From a dataset of Full USPTO retrosynthesis dataset with 1.9M reactions from patents (1976-2016). Predict the reactants needed to synthesize the given product. (1) Given the product [ClH:1].[ClH:35].[Cl:1][C:2]1[CH:3]=[C:4]([C:9]2[CH:10]=[CH:11][C:12]([CH:15]([C:30]3([OH:34])[CH2:31][CH2:32][CH2:33]3)[CH2:16][N:17]3[CH2:22][CH2:21][NH:20][CH2:19][CH2:18]3)=[CH:13][CH:14]=2)[CH:5]=[CH:6][C:7]=1[Cl:8], predict the reactants needed to synthesize it. The reactants are: [Cl:1][C:2]1[CH:3]=[C:4]([C:9]2[CH:14]=[CH:13][C:12]([CH:15]([C:30]3([OH:34])[CH2:33][CH2:32][CH2:31]3)[CH2:16][N:17]3[CH2:22][CH2:21][N:20](C(OC(C)(C)C)=O)[CH2:19][CH2:18]3)=[CH:11][CH:10]=2)[CH:5]=[CH:6][C:7]=1[Cl:8].[ClH:35]. (2) Given the product [F:1][C:2]1[CH:7]=[C:6]([F:8])[CH:5]=[CH:4][C:3]=1[S:9]([NH:13][C:14]1[C:23]([C:24]([O:26][CH3:27])=[O:25])=[C:22]2[C:17]([CH:18]3[CH2:28][CH:19]3[CH2:20][O:21]2)=[CH:16][CH:15]=1)(=[O:11])=[O:10], predict the reactants needed to synthesize it. The reactants are: [F:1][C:2]1[CH:7]=[C:6]([F:8])[CH:5]=[CH:4][C:3]=1[S:9](Cl)(=[O:11])=[O:10].[NH2:13][C:14]1[C:23]([C:24]([O:26][CH3:27])=[O:25])=[C:22]2[C:17]([CH:18]3[CH2:28][CH:19]3[CH2:20][O:21]2)=[CH:16][CH:15]=1. (3) Given the product [CH3:1][C:2]1([C:6]#[C:7][C:8]2[CH:9]=[C:10]3[C@@:21]4([CH2:25][S:24][C:23]([NH2:26])=[N:22]4)[C:20]4[C:15](=[N:16][CH:17]=[C:18]([C:34]5[CH:35]=[N:36][C:37]([CH3:40])=[CH:38][CH:39]=5)[CH:19]=4)[O:14][C:11]3=[CH:12][CH:13]=2)[CH2:3][O:4][CH2:5]1, predict the reactants needed to synthesize it. The reactants are: [CH3:1][C:2]1([C:6]#[C:7][C:8]2[CH:9]=[C:10]3[C@@:21]4([CH2:25][S:24][C:23]([NH:26]C(=O)OC(C)(C)C)=[N:22]4)[C:20]4[C:15](=[N:16][CH:17]=[C:18]([C:34]5[CH:35]=[N:36][C:37]([CH3:40])=[CH:38][CH:39]=5)[CH:19]=4)[O:14][C:11]3=[CH:12][CH:13]=2)[CH2:5][O:4][CH2:3]1.C(O)(C(F)(F)F)=O. (4) The reactants are: [CH3:1][O:2][C:3]1[CH:4]=[C:5]([C:9]2[CH:14]=[CH:13][N:12]=[C:11]([NH2:15])[C:10]=2[N+:16]([O-])=O)[CH:6]=[CH:7][CH:8]=1.C([O-])=O.[NH4+]. Given the product [CH3:1][O:2][C:3]1[CH:4]=[C:5]([C:9]2[CH:14]=[CH:13][N:12]=[C:11]([NH2:15])[C:10]=2[NH2:16])[CH:6]=[CH:7][CH:8]=1, predict the reactants needed to synthesize it. (5) Given the product [CH:11]1[C:12]2[C:7](=[CH:6][C:5]3[C:14]([C:13]=2[CH2:15][O:16][C:17](=[O:25])[NH:18][CH2:19][CH2:20][O:21][CH2:22][CH2:23][O:24][CH2:37][CH2:36][CH2:35][CH2:34][Cl:33])=[CH:1][CH:2]=[CH:3][CH:4]=3)[CH:8]=[CH:9][CH:10]=1, predict the reactants needed to synthesize it. The reactants are: [CH:1]1[C:14]2[C:5](=[CH:6][C:7]3[C:12]([C:13]=2[CH2:15][O:16][C:17](=[O:25])[NH:18][CH2:19][CH2:20][O:21][CH2:22][CH2:23][OH:24])=[CH:11][CH:10]=[CH:9][CH:8]=3)[CH:4]=[CH:3][CH:2]=1.[H-].[Na+].C1COCC1.[Cl:33][CH2:34][CH2:35][CH2:36][CH2:37]I. (6) Given the product [CH2:23]([O:30][C:31]1[C:32]([Cl:41])=[CH:33][C:34]([C:35]([N:8]2[C:7]3[CH:10]=[CH:11][CH:12]=[C:13]([CH:14]([CH3:16])[CH3:15])[C:6]=3[O:5][CH:4]([CH:1]([CH3:3])[CH3:2])[CH2:9]2)=[O:36])=[CH:38][C:39]=1[Cl:40])[C:24]1[CH:25]=[CH:26][CH:27]=[CH:28][CH:29]=1, predict the reactants needed to synthesize it. The reactants are: [CH:1]([CH:4]1[CH2:9][NH:8][C:7]2[CH:10]=[CH:11][CH:12]=[C:13]([CH:14]([CH3:16])[CH3:15])[C:6]=2[O:5]1)([CH3:3])[CH3:2].N1C=CC=CC=1.[CH2:23]([O:30][C:31]1[C:39]([Cl:40])=[CH:38][C:34]([C:35](Cl)=[O:36])=[CH:33][C:32]=1[Cl:41])[C:24]1[CH:29]=[CH:28][CH:27]=[CH:26][CH:25]=1.O.